Task: Predict the reaction yield, written as a fraction of the theoretical maximum amount of product (1.0 means a 100% yield; for example, 0.34 means a 34% yield).. Dataset: Reaction yield outcomes from USPTO patents with 853,638 reactions (1) The catalyst is O1CCOCC1. The reactants are Cl.[Cl:2][C:3]1[C:8]([C@@H:9]2[CH2:11][C@H:10]2[NH:12]C(=O)OC(C)(C)C)=[CH:7][CH:6]=[C:5]([C:20]2[CH:25]=[CH:24][CH:23]=[C:22]([C:26]([F:29])([F:28])[F:27])[CH:21]=2)[N:4]=1. The yield is 0.950. The product is [ClH:2].[Cl:2][C:3]1[C:8]([C@@H:9]2[CH2:11][C@H:10]2[NH2:12])=[CH:7][CH:6]=[C:5]([C:20]2[CH:25]=[CH:24][CH:23]=[C:22]([C:26]([F:27])([F:28])[F:29])[CH:21]=2)[N:4]=1. (2) The yield is 0.240. The product is [C:1]1([NH:7][S:8]([C:11]2[CH:12]=[C:13]3[C:17](=[CH:18][CH:19]=2)[NH:16][C:15](=[O:20])[C:14]3=[CH:37][C:23]2[NH:24][C:25]([CH3:36])=[C:26]([C:27]([N:29]3[CH2:30][CH2:31][N:32]([CH3:35])[CH2:33][CH2:34]3)=[O:28])[C:22]=2[CH3:21])(=[O:10])=[O:9])[CH:2]=[CH:3][CH:4]=[CH:5][CH:6]=1. The reactants are [C:1]1([NH:7][S:8]([C:11]2[CH:12]=[C:13]3[C:17](=[CH:18][CH:19]=2)[NH:16][C:15](=[O:20])[CH2:14]3)(=[O:10])=[O:9])[CH:6]=[CH:5][CH:4]=[CH:3][CH:2]=1.[CH3:21][C:22]1[C:26]([C:27]([N:29]2[CH2:34][CH2:33][N:32]([CH3:35])[CH2:31][CH2:30]2)=[O:28])=[C:25]([CH3:36])[NH:24][C:23]=1[CH:37]=O. No catalyst specified. (3) The reactants are [N:1]([C:4]1[C:5]([F:19])=[C:6]([CH:11]2[CH2:15][N:14]([CH2:16]O)[C:13](=[O:18])[CH2:12]2)[CH:7]=[CH:8][C:9]=1[F:10])=[N+:2]=[N-:3].[NH:20]1[CH:24]=[CH:23][N:22]=[CH:21]1. The yield is 0.750. The catalyst is C(Cl)Cl. The product is [N:1]([C:4]1[C:5]([F:19])=[C:6]([CH:11]2[CH2:15][N:14]([CH2:16][N:20]3[CH:24]=[CH:23][N:22]=[CH:21]3)[C:13](=[O:18])[CH2:12]2)[CH:7]=[CH:8][C:9]=1[F:10])=[N+:2]=[N-:3]. (4) The reactants are [CH:1]1([CH:4]([C:31]2[CH:32]=[N:33][C:34]([O:37][CH3:38])=[CH:35][CH:36]=2)[O:5][C:6]2[CH:28]=[CH:27][C:9]([CH2:10][NH:11][C:12]3[C:17]([N+:18]([O-])=O)=[CH:16][C:15]([C:21]4[CH:22]=[N:23][N:24]([CH3:26])[CH:25]=4)=[CH:14][N:13]=3)=[CH:8][C:7]=2[O:29][CH3:30])[CH2:3][CH2:2]1.[Cl-].[NH4+]. The catalyst is C(O)C.O.[Fe]. The yield is 0.950. The product is [CH:1]1([CH:4]([C:31]2[CH:32]=[N:33][C:34]([O:37][CH3:38])=[CH:35][CH:36]=2)[O:5][C:6]2[CH:28]=[CH:27][C:9]([CH2:10][NH:11][C:12]3[C:17]([NH2:18])=[CH:16][C:15]([C:21]4[CH:22]=[N:23][N:24]([CH3:26])[CH:25]=4)=[CH:14][N:13]=3)=[CH:8][C:7]=2[O:29][CH3:30])[CH2:3][CH2:2]1. (5) The reactants are [CH3:1][O:2][C:3]1[CH:8]=[CH:7][C:6]([O:9][C:10](Cl)=[O:11])=[CH:5][CH:4]=1.[NH2:13][C:14]1[CH:15]=[C:16]([C:20]2[C:24]([Br:25])=[CH:23][N:22]([CH3:26])[N:21]=2)[CH:17]=[CH:18][CH:19]=1.C(N(CC)CC)C. The catalyst is C(Cl)Cl. The product is [Br:25][C:24]1[C:20]([C:16]2[CH:15]=[C:14]([NH:13][C:10]([O:9][C:6]3[CH:7]=[CH:8][C:3]([O:2][CH3:1])=[CH:4][CH:5]=3)=[O:11])[CH:19]=[CH:18][CH:17]=2)=[N:21][N:22]([CH3:26])[CH:23]=1. The yield is 0.520. (6) The reactants are C([O:3][C:4](=[O:38])[CH2:5][CH2:6][NH:7][C:8]([C:10]1[N:15]=[CH:14][C:13]([NH:16][CH:17]([C:22]2[CH:27]=[CH:26][C:25]([C:28]3[CH:33]=[CH:32][C:31]([C:34]([F:37])([F:36])[F:35])=[CH:30][CH:29]=3)=[CH:24][CH:23]=2)[CH2:18][CH:19]([CH3:21])[CH3:20])=[CH:12][N:11]=1)=[O:9])C.FC(F)(F)C1C=CC(C2N=CC(NC(C3C=CC(C(NCCC(O)=O)=O)=CC=3)CCC)=CN=2)=CC=1.[OH-].[Na+].Cl. The catalyst is O1CCCC1.CO. The product is [CH3:20][CH:19]([CH3:21])[CH2:18][CH:17]([NH:16][C:13]1[CH:12]=[N:11][C:10]([C:8]([NH:7][CH2:6][CH2:5][C:4]([OH:38])=[O:3])=[O:9])=[N:15][CH:14]=1)[C:22]1[CH:27]=[CH:26][C:25]([C:28]2[CH:29]=[CH:30][C:31]([C:34]([F:36])([F:35])[F:37])=[CH:32][CH:33]=2)=[CH:24][CH:23]=1. The yield is 0.970.